Dataset: Forward reaction prediction with 1.9M reactions from USPTO patents (1976-2016). Task: Predict the product of the given reaction. Given the reactants [BH4-].[Na+].[F:3][C:4]1[CH:5]=[C:6]2[C:15](=[CH:16][C:17]=1[C:18](=[O:20])[CH3:19])[C:14]1[N:10]([CH:11]=[C:12]([C:21]3[N:25]([CH:26]([CH3:28])[CH3:27])[N:24]=[C:23]([CH3:29])[N:22]=3)[N:13]=1)[CH2:9][CH2:8][O:7]2, predict the reaction product. The product is: [F:3][C:4]1[CH:5]=[C:6]2[C:15](=[CH:16][C:17]=1[CH:18]([OH:20])[CH3:19])[C:14]1[N:10]([CH:11]=[C:12]([C:21]3[N:25]([CH:26]([CH3:28])[CH3:27])[N:24]=[C:23]([CH3:29])[N:22]=3)[N:13]=1)[CH2:9][CH2:8][O:7]2.